This data is from Cav3 T-type calcium channel HTS with 100,875 compounds. The task is: Binary Classification. Given a drug SMILES string, predict its activity (active/inactive) in a high-throughput screening assay against a specified biological target. (1) The drug is n1(c(c(c(=N)c2c1cccc2)CC)CCC)C. The result is 0 (inactive). (2) The molecule is S(=O)(=O)(N1CC(CCC1)C(=O)Nc1cc(OC)c(OC)cc1)c1c2ncccc2ccc1. The result is 0 (inactive). (3) The drug is O(Cc1c(oc(c1)C(O)=O)C)c1c(OC)cc(cc1OC)C(O)=O. The result is 0 (inactive). (4) The compound is S(=O)(=O)(Nc1sc(SCCOC)nn1)Cc1ccccc1. The result is 0 (inactive). (5) The drug is S(=O)(=O)(N1CCN(C(=O)CC1)CCO)c1ccc(cc1)C. The result is 0 (inactive). (6) The molecule is O1c2n[nH]c(c2C(c2c(OC)c(OC)ccc2)C(=C1N)C#N)CC(OCC)=O. The result is 0 (inactive).